Dataset: Reaction yield outcomes from USPTO patents with 853,638 reactions. Task: Predict the reaction yield, written as a fraction of the theoretical maximum amount of product (1.0 means a 100% yield; for example, 0.34 means a 34% yield). (1) The reactants are [CH2:1]([NH2:3])[CH3:2].[F:4][C:5]1[CH:18]=[CH:17][C:16]([C:19]2[CH2:23][C:22]([C:28]3[CH:33]=[C:32]([Cl:34])[C:31]([Cl:35])=[C:30]([Cl:36])[CH:29]=3)([C:24]([F:27])([F:26])[F:25])[O:21][N:20]=2)=[CH:15][C:6]=1[CH2:7][NH:8][C:9](=[O:14])[CH2:10][C:11](O)=[O:12].F[P-](F)(F)(F)(F)F.N1(OC(N(C)C)=[N+](C)C)C2N=CC=CC=2N=N1.C(N(CC)CC)C.[N-]=C=O.CC[NH+](CC)CC.CC[NH+](CC)CC.C([O-])([O-])=O. The catalyst is CN(C=O)C. The product is [CH2:1]([NH:3][C:11](=[O:12])[CH2:10][C:9]([NH:8][CH2:7][C:6]1[CH:15]=[C:16]([C:19]2[CH2:23][C:22]([C:28]3[CH:33]=[C:32]([Cl:34])[C:31]([Cl:35])=[C:30]([Cl:36])[CH:29]=3)([C:24]([F:25])([F:26])[F:27])[O:21][N:20]=2)[CH:17]=[CH:18][C:5]=1[F:4])=[O:14])[CH3:2]. The yield is 0.290. (2) The reactants are [CH:1]1([NH:4][S:5]([C:8]2[CH:13]=[CH:12][CH:11]=[CH:10][C:9]=2[N+:14]([O-])=O)(=[O:7])=[O:6])[CH2:3][CH2:2]1.Cl. The catalyst is CCO.[Pd]. The product is [NH2:14][C:9]1[CH:10]=[CH:11][CH:12]=[CH:13][C:8]=1[S:5]([NH:4][CH:1]1[CH2:3][CH2:2]1)(=[O:7])=[O:6]. The yield is 0.840.